The task is: Predict the reaction yield, written as a fraction of the theoretical maximum amount of product (1.0 means a 100% yield; for example, 0.34 means a 34% yield).. This data is from Reaction yield outcomes from USPTO patents with 853,638 reactions. The reactants are Br[C:2]1[CH:7]=[CH:6][C:5]([C:8]2[O:9][C:10](=[O:14])[O:11][C:12]=2[CH3:13])=[CH:4][CH:3]=1.[CH2:15]([O:17][P:18]([CH2:23][PH:24]([O:26][CH2:27][CH3:28])=[O:25])(=[O:22])[O:19][CH2:20][CH3:21])[CH3:16]. The catalyst is C(#N)C.C1C=CC([P]([Pd]([P](C2C=CC=CC=2)(C2C=CC=CC=2)C2C=CC=CC=2)([P](C2C=CC=CC=2)(C2C=CC=CC=2)C2C=CC=CC=2)[P](C2C=CC=CC=2)(C2C=CC=CC=2)C2C=CC=CC=2)(C2C=CC=CC=2)C2C=CC=CC=2)=CC=1. The product is [CH2:15]([O:17][P:18]([CH2:23][P:24]([C:2]1[CH:7]=[CH:6][C:5]([C:8]2[O:9][C:10](=[O:14])[O:11][C:12]=2[CH3:13])=[CH:4][CH:3]=1)(=[O:25])[O:26][CH2:27][CH3:28])([O:19][CH2:20][CH3:21])=[O:22])[CH3:16]. The yield is 0.700.